This data is from Forward reaction prediction with 1.9M reactions from USPTO patents (1976-2016). The task is: Predict the product of the given reaction. (1) Given the reactants [OH:1][C:2]1[CH:7]=[CH:6][C:5]([CH2:8][CH2:9][CH:10]([NH:12][C:13](=[O:15])[CH3:14])[CH3:11])=[CH:4][CH:3]=1.[H][H], predict the reaction product. The product is: [OH:1][CH:2]1[CH2:3][CH2:4][CH:5]([CH2:8][CH2:9][CH:10]([NH:12][C:13](=[O:15])[CH3:14])[CH3:11])[CH2:6][CH2:7]1. (2) Given the reactants C(OC([N:8]1[C:16]2[C:11](=[CH:12][C:13]([F:17])=[CH:14][CH:15]=2)[C:10]([CH3:18])=[C:9]1[S:19](=[O:38])(=[O:37])[NH:20][C:21]1[CH:26]=[CH:25][C:24]([C:27]2[CH:32]=[CH:31][N:30]=[CH:29][CH:28]=2)=[CH:23][C:22]=1[C:33]([F:36])([F:35])[F:34])=O)(C)(C)C.[ClH:39].C(OCC)(=O)C, predict the reaction product. The product is: [ClH:39].[N:30]1[CH:29]=[CH:28][C:27]([C:24]2[CH:25]=[CH:26][C:21]([NH:20][S:19]([C:9]3[NH:8][C:16]4[C:11]([C:10]=3[CH3:18])=[CH:12][C:13]([F:17])=[CH:14][CH:15]=4)(=[O:37])=[O:38])=[C:22]([C:33]([F:36])([F:35])[F:34])[CH:23]=2)=[CH:32][CH:31]=1. (3) Given the reactants [Cl:1][C:2]1[CH:3]=[C:4]2[C:9](=[C:10]([Cl:12])[CH:11]=1)[CH2:8][N:7]([CH3:13])[CH2:6][CH:5]2[C:14]1[CH:19]=[CH:18][C:17](NC(=O)C)=[CH:16][CH:15]=1.[NH2:24][C@H:25]([C:34]([O:36][C:37]([CH3:40])([CH3:39])[CH3:38])=[O:35])[CH2:26][C:27]([O:29][C:30]([CH3:33])([CH3:32])[CH3:31])=[O:28].[B-](F)(F)(F)F.C[CH2:47][O:48]C(C(C#N)=NOC(N(C)C)=[N+](C)C)=O.FC(F)(F)C([O-])=O, predict the reaction product. The product is: [Cl:1][C:2]1[CH:3]=[C:4]2[C:9](=[C:10]([Cl:12])[CH:11]=1)[CH2:8][N:7]([CH3:13])[CH2:6][CH:5]2[C:14]1[CH:19]=[C:18]([CH:17]=[CH:16][CH:15]=1)[C:47]([NH:24][C@@H:25]([CH2:26][C:27]([O:29][C:30]([CH3:32])([CH3:33])[CH3:31])=[O:28])[C:34]([O:36][C:37]([CH3:40])([CH3:39])[CH3:38])=[O:35])=[O:48]. (4) Given the reactants [CH3:1][C:2]1[N:7]=[C:6]([C:8]2[CH:13]=[CH:12][CH:11]=[C:10]([C:14]3[CH:15]=[C:16]([S:20](Cl)(=[O:22])=[O:21])[CH:17]=[CH:18][CH:19]=3)[N:9]=2)[CH:5]=[C:4]([C:24]2[CH:29]=[CH:28][C:27]([C:30]([F:33])([F:32])[F:31])=[CH:26][CH:25]=2)[CH:3]=1.[CH3:34][NH2:35], predict the reaction product. The product is: [CH3:34][NH:35][S:20]([C:16]1[CH:17]=[CH:18][CH:19]=[C:14]([C:10]2[N:9]=[C:8]([C:6]3[CH:5]=[C:4]([C:24]4[CH:29]=[CH:28][C:27]([C:30]([F:33])([F:31])[F:32])=[CH:26][CH:25]=4)[CH:3]=[C:2]([CH3:1])[N:7]=3)[CH:13]=[CH:12][CH:11]=2)[CH:15]=1)(=[O:22])=[O:21]. (5) Given the reactants Cl[C:2]1[N:7]=[CH:6][C:5]([C:8]2([C:16]#[N:17])[CH2:13][CH2:12][C:11]([F:15])([F:14])[CH2:10][CH2:9]2)=[CH:4][CH:3]=1.CC1N=CC(C2(C#N)CCC(=O)CC2)=C[N:20]=1, predict the reaction product. The product is: [F:14][C:11]1([F:15])[CH2:12][CH2:13][C:8]([C:5]2[CH:6]=[N:7][C:2]([CH3:3])=[N:20][CH:4]=2)([C:16]#[N:17])[CH2:9][CH2:10]1. (6) Given the reactants [N:1]1([CH2:7][CH2:8][NH:9][C:10]([C:12]2[NH:13][C:14]([CH:18]=[C:19]3[C:27]4[C:26]([Cl:28])=[N:25][CH:24]=[N:23][C:22]=4[NH:21][C:20]3=[O:29])=[C:15]([CH3:17])[CH:16]=2)=[O:11])[CH2:6][CH2:5][O:4][CH2:3][CH2:2]1.[CH2:30]([N:37]1[C:45]2[C:40](=[CH:41][C:42]([NH2:46])=[CH:43][CH:44]=2)[CH:39]=[CH:38]1)[C:31]1[CH:36]=[CH:35][CH:34]=[CH:33][CH:32]=1, predict the reaction product. The product is: [ClH:28].[N:1]1([CH2:7][CH2:8][NH:9][C:10]([C:12]2[NH:13][C:14]([CH:18]=[C:19]3[C:27]4[C:26]([NH:46][C:42]5[CH:41]=[C:40]6[C:45](=[CH:44][CH:43]=5)[N:37]([CH2:30][C:31]5[CH:32]=[CH:33][CH:34]=[CH:35][CH:36]=5)[CH:38]=[CH:39]6)=[N:25][CH:24]=[N:23][C:22]=4[NH:21][C:20]3=[O:29])=[C:15]([CH3:17])[CH:16]=2)=[O:11])[CH2:6][CH2:5][O:4][CH2:3][CH2:2]1.